The task is: Predict which catalyst facilitates the given reaction.. This data is from Catalyst prediction with 721,799 reactions and 888 catalyst types from USPTO. (1) Reactant: [BH4-].[Na+].[CH2:3]([N:10]([CH3:16])[CH2:11][CH2:12][C:13](=[O:15])[CH3:14])[C:4]1[CH:9]=[CH:8][CH:7]=[CH:6][CH:5]=1.O. Product: [CH2:3]([N:10]([CH3:16])[CH2:11][CH2:12][CH:13]([OH:15])[CH3:14])[C:4]1[CH:9]=[CH:8][CH:7]=[CH:6][CH:5]=1. The catalyst class is: 5. (2) Product: [C:1]([O:5][C:6]([N:8]1[CH2:9][CH2:10][CH:11]([CH2:14][N:15]([C:16]2[CH:21]=[CH:20][CH:19]=[C:18]([Cl:22])[CH:17]=2)[C:30](=[O:33])[CH2:31][CH3:32])[CH2:12][CH2:13]1)=[O:7])([CH3:4])([CH3:2])[CH3:3]. The catalyst class is: 4. Reactant: [C:1]([O:5][C:6]([N:8]1[CH2:13][CH2:12][CH:11]([CH2:14][NH:15][C:16]2[CH:21]=[CH:20][CH:19]=[C:18]([Cl:22])[CH:17]=2)[CH2:10][CH2:9]1)=[O:7])([CH3:4])([CH3:3])[CH3:2].C(N(CC)CC)C.[C:30](Cl)(=[O:33])[CH2:31][CH3:32].O. (3) Reactant: [C:1]([NH:9][C:10]1[CH:15]=[CH:14][C:13]([N:16]2[CH2:21][CH2:20][N:19]([C:22](=[O:34])[CH2:23][NH:24][C:25](=[O:33])[C:26]3[CH:31]=[CH:30][CH:29]=[C:28]([OH:32])[CH:27]=3)[CH2:18][CH2:17]2)=[CH:12][CH:11]=1)(=[O:8])[C:2]1[CH:7]=[CH:6][CH:5]=[CH:4][CH:3]=1.C(=O)([O-])[O-].[K+].[K+].[F:41][CH2:42][CH2:43]Br. Product: [C:1]([NH:9][C:10]1[CH:11]=[CH:12][C:13]([N:16]2[CH2:21][CH2:20][N:19]([C:22](=[O:34])[CH2:23][NH:24][C:25](=[O:33])[C:26]3[CH:31]=[CH:30][CH:29]=[C:28]([O:32][CH2:43][CH2:42][F:41])[CH:27]=3)[CH2:18][CH2:17]2)=[CH:14][CH:15]=1)(=[O:8])[C:2]1[CH:7]=[CH:6][CH:5]=[CH:4][CH:3]=1. The catalyst class is: 3. (4) Reactant: [CH2:1]([O:8][C:9]1[C:14]([CH3:15])=[C:13]([CH3:16])[C:12]([O:17][CH2:18][C:19]2[CH:24]=[CH:23][CH:22]=[CH:21][CH:20]=2)=[C:11]([CH3:25])[C:10]=1[CH2:26][CH2:27][CH2:28][CH2:29][OH:30])[C:2]1[CH:7]=[CH:6][CH:5]=[CH:4][CH:3]=1.CC(OI1(OC(C)=O)(OC(C)=O)OC(=O)C2C=CC=CC1=2)=O.C([O-])(O)=O.[Na+].CCOC(C)=O. Product: [CH2:1]([O:8][C:9]1[C:14]([CH3:15])=[C:13]([CH3:16])[C:12]([O:17][CH2:18][C:19]2[CH:24]=[CH:23][CH:22]=[CH:21][CH:20]=2)=[C:11]([CH3:25])[C:10]=1[CH2:26][CH2:27][CH2:28][CH:29]=[O:30])[C:2]1[CH:3]=[CH:4][CH:5]=[CH:6][CH:7]=1. The catalyst class is: 2. (5) Reactant: [N+:1]1([O-])[CH:6]=[CH:5][CH:4]=[C:3]([CH3:7])[CH:2]=1.C(I)C.[C-:12]#[N:13].[Na+]. Product: [CH3:7][C:3]1[CH:2]=[N:1][CH:6]=[CH:5][C:4]=1[C:12]#[N:13]. The catalyst class is: 46. (6) Reactant: [C:1]1(/[CH:13]=[CH:14]/[C:15]#[N:16])[C:11]2=[C:12]3[C:7](=[CH:8][CH:9]=[CH:10]2)[CH2:6][CH2:5][CH2:4][N:3]3[CH:2]=1.[H][H]. Product: [C:1]1([CH2:13][CH2:14][C:15]#[N:16])[C:11]2=[C:12]3[C:7](=[CH:8][CH:9]=[CH:10]2)[CH2:6][CH2:5][CH2:4][N:3]3[CH:2]=1. The catalyst class is: 19. (7) Reactant: [CH3:1][O:2][CH2:3][C:4]1[N:9]=[C:8]([NH:10][C:11](=[O:16])[C:12]([CH3:15])([CH3:14])[CH3:13])[CH:7]=[CH:6][C:5]=1[C:17]1[CH:18]=[C:19]2[C:24](=[C:25]([O:27]COCC[Si](C)(C)C)[CH:26]=1)[N:23]=[CH:22][N:21](COCC[Si](C)(C)C)[C:20]2=[O:44].C(O)=O.O. The catalyst class is: 5. Product: [OH:27][C:25]1[CH:26]=[C:17]([C:5]2[CH:6]=[CH:7][C:8]([NH:10][C:11](=[O:16])[C:12]([CH3:14])([CH3:13])[CH3:15])=[N:9][C:4]=2[CH2:3][O:2][CH3:1])[CH:18]=[C:19]2[C:24]=1[N:23]=[CH:22][NH:21][C:20]2=[O:44].